Dataset: Catalyst prediction with 721,799 reactions and 888 catalyst types from USPTO. Task: Predict which catalyst facilitates the given reaction. (1) Reactant: Br[CH2:2][CH2:3][C@H:4]([NH:10][O:11][Si](C(C)(C)C)(C)C)[C:5]([O:7][CH2:8][CH3:9])=[O:6].CCCC[N+](CCCC)(CCCC)CCCC.O.O.O.[F-]. Product: [O:11]1[CH2:2][CH2:3][C@@H:4]([C:5]([O:7][CH2:8][CH3:9])=[O:6])[NH:10]1. The catalyst class is: 1. (2) Reactant: [NH2:1][CH2:2][CH2:3][O:4][C:5]1[C:14]([O:15][CH3:16])=[CH:13][CH:12]=[CH:11][C:6]=1[C:7](OC)=[O:8]. Product: [CH3:16][O:15][C:14]1[C:5]2[O:4][CH2:3][CH2:2][NH:1][C:7](=[O:8])[C:6]=2[CH:11]=[CH:12][CH:13]=1. The catalyst class is: 11.